The task is: Predict the reaction yield, written as a fraction of the theoretical maximum amount of product (1.0 means a 100% yield; for example, 0.34 means a 34% yield).. This data is from Reaction yield outcomes from USPTO patents with 853,638 reactions. The reactants are [F:1][C:2]([F:9])(Br)[C:3]([O:5][CH2:6][CH3:7])=[O:4].[F:10][C:11]1[CH:16]=[C:15]([F:17])[CH:14]=[CH:13][C:12]=1I. The catalyst is CS(C)=O.C(OCC)(=O)C.[Cu]. The product is [F:10][C:11]1[CH:16]=[C:15]([F:17])[CH:14]=[CH:13][C:12]=1[C:2]([F:9])([F:1])[C:3]([O:5][CH2:6][CH3:7])=[O:4]. The yield is 0.800.